Predict the reaction yield, written as a fraction of the theoretical maximum amount of product (1.0 means a 100% yield; for example, 0.34 means a 34% yield). From a dataset of Reaction yield outcomes from USPTO patents with 853,638 reactions. (1) The reactants are [Cl:1][C:2]1[CH:3]=[C:4]([C:9]2(O)[C:14]3[CH:15]=[CH:16][S:17][C:13]=3[CH2:12][CH2:11][CH2:10]2)[CH:5]=[CH:6][C:7]=1[Cl:8].C([SiH](CC)CC)C.FC(F)(F)C(O)=O. The catalyst is C(Cl)Cl. The product is [Cl:1][C:2]1[CH:3]=[C:4]([CH:9]2[C:14]3[CH:15]=[CH:16][S:17][C:13]=3[CH2:12][CH2:11][CH2:10]2)[CH:5]=[CH:6][C:7]=1[Cl:8]. The yield is 0.760. (2) The reactants are [CH3:1][O:2][C:3]([C:5]1[C:9]([CH3:10])=[C:8]([C:11]2[CH:16]=[CH:15][CH:14]=[CH:13][C:12]=2[C:17]([F:20])([F:19])[F:18])[NH:7][CH:6]=1)=[O:4].[CH3:21][Si]([N-][Si](C)(C)C)(C)C.[Li+].IC. The catalyst is C1COCC1. The product is [CH3:1][O:2][C:3]([C:5]1[C:9]([CH3:10])=[C:8]([C:11]2[CH:16]=[CH:15][CH:14]=[CH:13][C:12]=2[C:17]([F:20])([F:19])[F:18])[N:7]([CH3:21])[CH:6]=1)=[O:4]. The yield is 0.920. (3) The reactants are [Cl:1][C:2]1[CH:3]=[C:4]([NH:9][N:10]=[C:11]([C:14]#[N:15])[C:12]#[N:13])[CH:5]=[C:6]([Cl:8])[CH:7]=1.ClC1C=C(C=C(Cl)C=1)N.C(#N)CC#N.O.[NH2:31][NH2:32]. No catalyst specified. The product is [NH2:15][C:14]1[C:11](=[N:10][NH:9][C:4]2[CH:5]=[C:6]([Cl:8])[CH:7]=[C:2]([Cl:1])[CH:3]=2)[C:12]([NH2:13])=[N:32][N:31]=1. The yield is 0.180. (4) The reactants are Cl.[CH3:2][S:3]([CH:6]1[CH2:11][CH2:10][C:9]([C:12]2[CH:21]=[CH:20][C:19]3[C:14](=[CH:15][CH:16]=[C:17]([O:22]C)[CH:18]=3)[C:13]=2[O:24][C:25]2[CH:39]=[CH:38][C:28]([O:29][CH2:30][CH2:31][N:32]3[CH2:37][CH2:36][CH2:35][CH2:34][CH2:33]3)=[CH:27][CH:26]=2)=[CH:8][CH2:7]1)(=[O:5])=[O:4].B(Br)(Br)Br.CO. The catalyst is C(Cl)Cl.CC(CC)=C. The product is [CH3:2][S:3]([CH:6]1[CH2:11][CH2:10][C:9]([C:12]2[C:13]([O:24][C:25]3[CH:39]=[CH:38][C:28]([O:29][CH2:30][CH2:31][N:32]4[CH2:37][CH2:36][CH2:35][CH2:34][CH2:33]4)=[CH:27][CH:26]=3)=[C:14]3[C:19](=[CH:20][CH:21]=2)[CH:18]=[C:17]([OH:22])[CH:16]=[CH:15]3)=[CH:8][CH2:7]1)(=[O:5])=[O:4]. The yield is 0.820. (5) The reactants are Br[C:2]1[C:3]([C:17]2[CH:22]=[CH:21][C:20]([F:23])=[CH:19][CH:18]=2)=[N:4][N:5]2[C:10]([NH:11][CH:12]3[CH2:16][CH2:15][CH2:14][CH2:13]3)=[CH:9][CH:8]=[CH:7][C:6]=12.[F:24][C:25]1[CH:30]=[C:29](B(O)O)[CH:28]=[CH:27][N:26]=1. No catalyst specified. The product is [CH:12]1([NH:11][C:10]2[N:5]3[N:4]=[C:3]([C:17]4[CH:22]=[CH:21][C:20]([F:23])=[CH:19][CH:18]=4)[C:2]([C:29]4[CH:28]=[CH:27][N:26]=[C:25]([F:24])[CH:30]=4)=[C:6]3[CH:7]=[CH:8][CH:9]=2)[CH2:16][CH2:15][CH2:14][CH2:13]1. The yield is 0.720.